Dataset: Full USPTO retrosynthesis dataset with 1.9M reactions from patents (1976-2016). Task: Predict the reactants needed to synthesize the given product. (1) The reactants are: [BH4-].[Na+].[Br:3][C:4]1[CH:5]=[C:6]2[C:10](=[CH:11][CH:12]=1)[N:9]([CH:13]1[CH2:18][CH2:17][C:16](=[O:19])[CH2:15][CH2:14]1)[CH:8]=[CH:7]2. Given the product [Br:3][C:4]1[CH:5]=[C:6]2[C:10](=[CH:11][CH:12]=1)[N:9]([CH:13]1[CH2:18][CH2:17][CH:16]([OH:19])[CH2:15][CH2:14]1)[CH:8]=[CH:7]2, predict the reactants needed to synthesize it. (2) Given the product [Br:1][C:2]1[C:3]([CH2:8][NH:17][C:15](=[O:16])[C:14]2[CH:18]=[CH:19][C:11]([F:10])=[CH:12][CH:13]=2)=[N:4][CH:5]=[CH:6][CH:7]=1, predict the reactants needed to synthesize it. The reactants are: [Br:1][C:2]1[C:3]([CH2:8]Br)=[N:4][CH:5]=[CH:6][CH:7]=1.[F:10][C:11]1[CH:19]=[CH:18][C:14]([C:15]([NH2:17])=[O:16])=[CH:13][CH:12]=1.[H-].[Na+]. (3) Given the product [CH3:48][C:10]1[CH:11]=[C:12]([N:15]2[CH2:20][CH2:19][CH:18]([N:21]3[CH2:25][C@@H:24]([O:26][CH2:27][CH2:28][CH3:29])[C@H:23]([NH:30][C:31](=[O:46])[CH2:32][NH:33][C:34](=[O:45])[C:35]4[CH:40]=[CH:39][CH:38]=[C:37]([C:41]([F:43])([F:44])[F:42])[CH:36]=4)[CH2:22]3)[CH2:17][CH2:16]2)[CH:13]=[CH:14][CH:9]=1, predict the reactants needed to synthesize it. The reactants are: N1(C([C:9]2[CH:14]=[CH:13][C:12]([N:15]3[CH2:20][CH2:19][CH:18]([N:21]4[CH2:25][C@@H:24]([O:26][CH2:27][CH2:28][CH3:29])[C@H:23]([NH:30][C:31](=[O:46])[CH2:32][NH:33][C:34](=[O:45])[C:35]5[CH:40]=[CH:39][CH:38]=[C:37]([C:41]([F:44])([F:43])[F:42])[CH:36]=5)[CH2:22]4)[CH2:17][CH2:16]3)=[CH:11][CH:10]=2)=O)CCOCC1.N1(C(C2C=CC(N3CCC(=O)CC3)=CC=2)=O)CCOC[CH2:48]1. (4) Given the product [CH3:9][C:8]([C:10]1[CH:15]=[CH:14][CH:13]=[CH:12][N:11]=1)([CH3:19])[C:7]([C:1]1[CH:2]=[CH:3][CH:4]=[CH:5][CH:6]=1)=[O:16], predict the reactants needed to synthesize it. The reactants are: [C:1]1([C:7](=[O:16])[CH:8]([C:10]2[CH:15]=[CH:14][CH:13]=[CH:12][N:11]=2)[CH3:9])[CH:6]=[CH:5][CH:4]=[CH:3][CH:2]=1.[H-].[Na+].[CH3:19]I. (5) Given the product [Cl:21][C:11]1[C:10]([N:9]([CH3:23])[C:8](=[O:22])[O:7][C:3]([CH3:6])([CH3:4])[CH3:5])=[CH:14][N:13]([C:15]2[CH:16]=[N:17][CH:18]=[CH:19][CH:20]=2)[N:12]=1, predict the reactants needed to synthesize it. The reactants are: [H-].[Na+].[C:3]([O:7][C:8](=[O:22])[NH:9][C:10]1[C:11]([Cl:21])=[N:12][N:13]([C:15]2[CH:16]=[N:17][CH:18]=[CH:19][CH:20]=2)[CH:14]=1)([CH3:6])([CH3:5])[CH3:4].[CH3:23]I. (6) Given the product [Br:1][C:2]1[CH:3]=[CH:4][C:5](=[O:8])[N:6]([CH2:9][CH:10]2[CH2:13][CH2:11]2)[CH:7]=1, predict the reactants needed to synthesize it. The reactants are: [Br:1][C:2]1[CH:3]=[CH:4][C:5]([OH:8])=[N:6][CH:7]=1.[CH3:9][C:10]([CH3:13])([O-])[CH3:11].[K+].BrCC1CC1. (7) Given the product [CH3:25][O:26][C:27](=[O:36])[C:28]1[CH:33]=[C:32]([OH:34])[CH:31]=[C:30]([N:35]2[C:11]([CH3:12])=[CH:10][CH:9]=[C:8]2[C:6]2[CH:7]=[C:2]([Cl:1])[CH:3]=[CH:4][C:5]=2[O:15][CH2:16][C:17]2[CH:22]=[CH:21][C:20]([Br:23])=[CH:19][C:18]=2[F:24])[CH:29]=1, predict the reactants needed to synthesize it. The reactants are: [Cl:1][C:2]1[CH:3]=[CH:4][C:5]([O:15][CH2:16][C:17]2[CH:22]=[CH:21][C:20]([Br:23])=[CH:19][C:18]=2[F:24])=[C:6]([C:8](=O)[CH2:9][CH2:10][C:11](=O)[CH3:12])[CH:7]=1.[CH3:25][O:26][C:27](=[O:36])[C:28]1[CH:33]=[C:32]([OH:34])[CH:31]=[C:30]([NH2:35])[CH:29]=1.CC1C=CC(S(O)(=O)=O)=CC=1.